This data is from Reaction yield outcomes from USPTO patents with 853,638 reactions. The task is: Predict the reaction yield, written as a fraction of the theoretical maximum amount of product (1.0 means a 100% yield; for example, 0.34 means a 34% yield). (1) The reactants are [OH-].[Na+].Cl.[NH2:4][CH:5]1[CH2:10][CH2:9][CH2:8][CH2:7][CH:6]1[OH:11].[Cl:12][C:13]1[CH:18]=[CH:17][CH:16]=[CH:15][C:14]=1I.C(O)(C)C. The catalyst is [Cl-].[Na+].O.[Cu]I. The product is [Cl:12][C:13]1[CH:18]=[CH:17][CH:16]=[CH:15][C:14]=1[NH:4][C@@H:5]1[CH2:10][CH2:9][CH2:8][CH2:7][C@H:6]1[OH:11]. The yield is 0.910. (2) The reactants are [NH2:1][C:2]1[CH:7]=[CH:6][C:5]([O:8][CH3:9])=[CH:4][C:3]=1[SH:10].[CH3:11][O:12][C:13]1[CH:21]=[C:20]([N+:22]([O-:24])=[O:23])[CH:19]=[CH:18][C:14]=1[C:15](O)=O. The catalyst is C(Cl)Cl.CO. The product is [CH3:11][O:12][C:13]1[CH:21]=[C:20]([N+:22]([O-:24])=[O:23])[CH:19]=[CH:18][C:14]=1[C:15]1[S:10][C:3]2[CH:4]=[C:5]([O:8][CH3:9])[CH:6]=[CH:7][C:2]=2[N:1]=1. The yield is 0.830. (3) The reactants are [C:1]([O:5][C:6](=[O:46])[CH2:7][O:8][CH2:9][CH2:10][O:11][CH2:12][CH2:13][O:14][CH2:15][CH2:16][O:17][CH2:18][CH2:19][O:20][CH2:21][CH2:22][O:23][C:24]1[CH:29]=[CH:28][C:27]([O:30][CH2:31][CH2:32][O:33][CH2:34][CH2:35][O:36][CH2:37][CH2:38][O:39][CH2:40][CH2:41][O:42][CH2:43][CH2:44]O)=[CH:26][CH:25]=1)([CH3:4])([CH3:3])[CH3:2].C1(C)C=CC(S(Cl)(=O)=O)=CC=1.[N-:58]=[N+:59]=[N-:60].[Na+].C(=O)([O-])O.[Na+]. The catalyst is N1C=CC=CC=1.CN(C)C1C=CN=CC=1.CN(C=O)C.C(OCC)(=O)C.O. The product is [C:1]([O:5][C:6](=[O:46])[CH2:7][O:8][CH2:9][CH2:10][O:11][CH2:12][CH2:13][O:14][CH2:15][CH2:16][O:17][CH2:18][CH2:19][O:20][CH2:21][CH2:22][O:23][C:24]1[CH:29]=[CH:28][C:27]([O:30][CH2:31][CH2:32][O:33][CH2:34][CH2:35][O:36][CH2:37][CH2:38][O:39][CH2:40][CH2:41][O:42][CH2:43][CH2:44][N:58]=[N+:59]=[N-:60])=[CH:26][CH:25]=1)([CH3:4])([CH3:3])[CH3:2]. The yield is 0.730. (4) The reactants are [C:1]([O:5][C:6]([NH:8][C:9]1[CH:10]=[CH:11][C:12]([F:15])=[N:13][CH:14]=1)=[O:7])([CH3:4])([CH3:3])[CH3:2].[Li]CCCC.[C:21](=[O:23])=[O:22]. No catalyst specified. The product is [C:1]([O:5][C:6]([NH:8][C:9]1[C:10]([C:21]([OH:23])=[O:22])=[CH:11][C:12]([F:15])=[N:13][CH:14]=1)=[O:7])([CH3:4])([CH3:2])[CH3:3]. The yield is 0.250. (5) The reactants are [Cl:1][C:2]1[CH:3]=[CH:4][C:5]2[S:11][C@H:10]([C:12]3[CH:17]=[C:16]([F:18])[CH:15]=[CH:14][C:13]=3[F:19])[C@H:9]([NH:20][C:21](=[O:36])[C@H:22]([CH3:35])[NH:23][C:24](=[O:34])[CH2:25][C:26]3[CH:31]=[C:30]([F:32])[CH:29]=[C:28]([F:33])[CH:27]=3)[C:8](=[O:37])[NH:7][C:6]=2[CH:38]=1.[H-].[Na+].I[CH3:42]. The catalyst is CN(C=O)C. The product is [Cl:1][C:2]1[CH:3]=[CH:4][C:5]2[S:11][C@H:10]([C:12]3[CH:17]=[C:16]([F:18])[CH:15]=[CH:14][C:13]=3[F:19])[C@H:9]([NH:20][C:21](=[O:36])[C@H:22]([CH3:35])[NH:23][C:24](=[O:34])[CH2:25][C:26]3[CH:27]=[C:28]([F:33])[CH:29]=[C:30]([F:32])[CH:31]=3)[C:8](=[O:37])[N:7]([CH3:42])[C:6]=2[CH:38]=1. The yield is 0.820. (6) The reactants are Cl[C:2](Cl)([O:4]C(=O)OC(Cl)(Cl)Cl)Cl.[C:13]([O:16][C:17]1[CH:29]=[C:28]([CH2:30][NH:31][C:32]2[CH:37]=[CH:36][C:35]([O:38][C:39](=[O:41])[CH3:40])=[CH:34][C:33]=2[OH:42])[CH:27]=[CH:26][C:18]=1[O:19][CH2:20][C:21]([O:23][CH2:24][CH3:25])=[O:22])(=[O:15])[CH3:14].CCN(CC)CC. The catalyst is C(Cl)Cl. The product is [C:13]([O:16][C:17]1[CH:29]=[C:28]([CH2:30][N:31]2[C:32]3[CH:37]=[CH:36][C:35]([O:38][C:39](=[O:41])[CH3:40])=[CH:34][C:33]=3[O:42][C:2]2=[O:4])[CH:27]=[CH:26][C:18]=1[O:19][CH2:20][C:21]([O:23][CH2:24][CH3:25])=[O:22])(=[O:15])[CH3:14]. The yield is 0.659.